Dataset: Full USPTO retrosynthesis dataset with 1.9M reactions from patents (1976-2016). Task: Predict the reactants needed to synthesize the given product. (1) Given the product [NH2:7][CH2:8][CH2:9][CH2:10][N:11]1[CH2:19][CH:18]2[CH:13]([CH2:14][C:15]3[CH:23]=[CH:22][CH:21]=[CH:20][C:16]=3[CH2:17]2)[CH2:12]1, predict the reactants needed to synthesize it. The reactants are: NN.C1(=O)[N:7]([CH2:8][CH2:9][CH2:10][N:11]2[CH2:19][CH:18]3[CH:13]([CH2:14][C:15]4[CH:23]=[CH:22][CH:21]=[CH:20][C:16]=4[CH2:17]3)[CH2:12]2)C(=O)C2=CC=CC=C12. (2) Given the product [Br:1][C:2]1[CH:7]=[CH:6][N:5]=[C:4]2[N:8]([S:19]([C:13]3[CH:18]=[CH:17][CH:16]=[CH:15][CH:14]=3)(=[O:21])=[O:20])[CH:9]=[CH:10][C:3]=12, predict the reactants needed to synthesize it. The reactants are: [Br:1][C:2]1[CH:7]=[CH:6][N:5]=[C:4]2[NH:8][CH:9]=[CH:10][C:3]=12.[H-].[Na+].[C:13]1([S:19](Cl)(=[O:21])=[O:20])[CH:18]=[CH:17][CH:16]=[CH:15][CH:14]=1.